Dataset: Catalyst prediction with 721,799 reactions and 888 catalyst types from USPTO. Task: Predict which catalyst facilitates the given reaction. (1) Reactant: [Br:1][C:2]1[CH2:6][CH:5]([C:7]([O:9]CC)=O)[O:4][N:3]=1.[NH3:12]. Product: [Br:1][C:2]1[CH2:6][CH:5]([C:7]([NH2:12])=[O:9])[O:4][N:3]=1. The catalyst class is: 459. (2) Reactant: O.[OH-].[Li+].[C:4]([N:7]1[C:16]2[C:11](=[CH:12][C:13]([C:17]3[CH:18]=[CH:19][C:20]([C:23]([O:25]C)=[O:24])=[N:21][CH:22]=3)=[CH:14][CH:15]=2)[C@H:10]([NH:27][C:28]2[CH:33]=[N:32][C:31]([C:34]#[N:35])=[CH:30][N:29]=2)[CH2:9][C@@H:8]1[CH3:36])(=[O:6])[CH3:5].C(O)(=O)C. Product: [C:4]([N:7]1[C:16]2[C:11](=[CH:12][C:13]([C:17]3[CH:18]=[CH:19][C:20]([C:23]([OH:25])=[O:24])=[N:21][CH:22]=3)=[CH:14][CH:15]=2)[C@H:10]([NH:27][C:28]2[CH:33]=[N:32][C:31]([C:34]#[N:35])=[CH:30][N:29]=2)[CH2:9][C@@H:8]1[CH3:36])(=[O:6])[CH3:5]. The catalyst class is: 127. (3) Reactant: B.C1C[O:5]CC1.[Br:7][C:8]1[CH:21]=[CH:20][C:19]2[O:18][C:17]3[C:12](=[CH:13][CH:14]=[C:15]([Br:22])[CH:16]=3)[C:11](=[CH2:23])[C:10]=2[CH:9]=1.OO.[OH-].[Na+]. Product: [Br:7][C:8]1[CH:21]=[CH:20][C:19]2[O:18][C:17]3[C:12](=[CH:13][CH:14]=[C:15]([Br:22])[CH:16]=3)[CH:11]([CH2:23][OH:5])[C:10]=2[CH:9]=1. The catalyst class is: 20.